This data is from Catalyst prediction with 721,799 reactions and 888 catalyst types from USPTO. The task is: Predict which catalyst facilitates the given reaction. (1) Reactant: C[O:2][C:3](=O)[CH2:4][CH2:5][CH2:6][CH2:7][CH2:8][S:9]([C:11]1[CH:16]=[CH:15][C:14]([C:17]2[CH:22]=[CH:21][C:20]([Cl:23])=[CH:19][CH:18]=2)=[CH:13][CH:12]=1)=[O:10].[NH2:25][OH:26].[OH-].[K+].CO. Product: [OH:26][NH:25][C:3](=[O:2])[CH2:4][CH2:5][CH2:6][CH2:7][CH2:8][S:9]([C:11]1[CH:16]=[CH:15][C:14]([C:17]2[CH:22]=[CH:21][C:20]([Cl:23])=[CH:19][CH:18]=2)=[CH:13][CH:12]=1)=[O:10]. The catalyst class is: 1. (2) Reactant: [N:1]1[C:14]2[C:5](=[CH:6][CH:7]=[C:8]3[C:13]=2[N:12]=[CH:11][CH:10]=[CH:9]3)[CH:4]=[CH:3][CH:2]=1.[CH:15]([Li])([CH2:17][CH3:18])[CH3:16]. Product: [CH:15]([C:2]1[CH:3]=[CH:4][C:5]2[C:14](=[C:13]3[C:8](=[CH:7][CH:6]=2)[CH:9]=[CH:10][C:11]([CH:3]([CH2:4][CH3:5])[CH3:2])=[N:12]3)[N:1]=1)([CH2:17][CH3:18])[CH3:16]. The catalyst class is: 11. (3) Reactant: [CH2:1]([N:7]1[CH2:12][CH:11]2[CH:9]([C:10]2([C:14]2[CH:15]=[C:16]([NH2:20])[CH:17]=[CH:18][CH:19]=2)[CH3:13])[CH2:8]1)[CH2:2][CH2:3][CH2:4][CH2:5][CH3:6].C(N(CC)CC)C.[C:28](Cl)(=[O:30])[CH3:29].[Cl-].[NH4+]. Product: [NH3:7].[CH2:1]([N:7]1[CH2:12][CH:11]2[CH:9]([C:10]2([C:14]2[CH:15]=[C:16]([NH:20][C:28](=[O:30])[CH3:29])[CH:17]=[CH:18][CH:19]=2)[CH3:13])[CH2:8]1)[CH2:2][CH2:3][CH2:4][CH2:5][CH3:6]. The catalyst class is: 4. (4) Reactant: [Cl:1][C:2]1[CH:7]=[CH:6][C:5]([N:8]([CH2:23][C:24]2[CH:29]=[CH:28][C:27]([O:30][CH3:31])=[CH:26][CH:25]=2)[C:9]([C:11]2[S:15][C:14]([NH:16][CH:17]3[CH2:22][CH2:21][NH:20][CH2:19][CH2:18]3)=[N:13][CH:12]=2)=[O:10])=[CH:4][CH:3]=1.[N:32]1([CH2:37]/[CH:38]=[CH:39]/[C:40](Cl)=[O:41])[CH2:36][CH2:35][CH2:34][CH2:33]1.C(N(CC)CC)C.O. Product: [Cl:1][C:2]1[CH:7]=[CH:6][C:5]([N:8]([CH2:23][C:24]2[CH:25]=[CH:26][C:27]([O:30][CH3:31])=[CH:28][CH:29]=2)[C:9]([C:11]2[S:15][C:14]([NH:16][CH:17]3[CH2:22][CH2:21][N:20]([C:40](=[O:41])/[CH:39]=[CH:38]/[CH2:37][N:32]4[CH2:36][CH2:35][CH2:34][CH2:33]4)[CH2:19][CH2:18]3)=[N:13][CH:12]=2)=[O:10])=[CH:4][CH:3]=1. The catalyst class is: 2. (5) Reactant: Br[C:2]1[CH:3]=[C:4]2[C:8](=[CH:9][CH:10]=1)[NH:7][C:6](=[O:11])[CH2:5]2.[C:12]1(B(O)O)[CH:17]=[CH:16][CH:15]=[CH:14][CH:13]=1.C(=O)([O-])[O-].[Na+].[Na+].C1(C)C=CC=CC=1. Product: [C:12]1([C:2]2[CH:3]=[C:4]3[C:8](=[CH:9][CH:10]=2)[NH:7][C:6](=[O:11])[CH2:5]3)[CH:17]=[CH:16][CH:15]=[CH:14][CH:13]=1. The catalyst class is: 461. (6) Reactant: [Br:1][C:2]1[C:3]([CH3:19])=[C:4]([C:9]([C:11]2[CH:16]=[CH:15][C:14]([CH2:17][CH3:18])=[CH:13][CH:12]=2)=O)[CH:5]=[C:6]([I:8])[CH:7]=1.C([SiH](CC)CC)C.B(F)(F)F.[OH-].[K+].C(OC(C)C)(C)C. Product: [Br:1][C:2]1[CH:7]=[C:6]([I:8])[CH:5]=[C:4]([CH2:9][C:11]2[CH:16]=[CH:15][C:14]([CH2:17][CH3:18])=[CH:13][CH:12]=2)[C:3]=1[CH3:19]. The catalyst class is: 545.